This data is from Full USPTO retrosynthesis dataset with 1.9M reactions from patents (1976-2016). The task is: Predict the reactants needed to synthesize the given product. (1) The reactants are: [Cl:1][C:2]1[CH:3]=[C:4]([CH:26]=[CH:27][C:28]=1[OH:29])[NH:5][C:6]1[C:15]2[C:10](=[CH:11][C:12]([O:24][CH3:25])=[CH:13][C:14]=2[O:16][CH:17]2[CH2:22][CH2:21][N:20]([CH3:23])[CH2:19][CH2:18]2)[N:9]=[CH:8][N:7]=1.[N:30]1[CH:35]=[CH:34][C:33]([CH2:36]Cl)=[CH:32][CH:31]=1. Given the product [Cl:1][C:2]1[CH:3]=[C:4]([CH:26]=[CH:27][C:28]=1[O:29][CH2:36][C:33]1[CH:34]=[CH:35][N:30]=[CH:31][CH:32]=1)[NH:5][C:6]1[C:15]2[C:10](=[CH:11][C:12]([O:24][CH3:25])=[CH:13][C:14]=2[O:16][CH:17]2[CH2:18][CH2:19][N:20]([CH3:23])[CH2:21][CH2:22]2)[N:9]=[CH:8][N:7]=1, predict the reactants needed to synthesize it. (2) The reactants are: C([O:8][C:9]1[C:10]([CH3:22])=[N:11][C:12]([N:17]2[CH2:21][CH2:20][CH2:19][CH2:18]2)=[C:13]([CH3:16])[C:14]=1[CH3:15])C1C=CC=CC=1. Given the product [CH3:22][C:10]1[C:9]([OH:8])=[C:14]([CH3:15])[C:13]([CH3:16])=[C:12]([N:17]2[CH2:21][CH2:20][CH2:19][CH2:18]2)[N:11]=1, predict the reactants needed to synthesize it.